From a dataset of Peptide-MHC class II binding affinity with 134,281 pairs from IEDB. Regression. Given a peptide amino acid sequence and an MHC pseudo amino acid sequence, predict their binding affinity value. This is MHC class II binding data. (1) The peptide sequence is QPFPKTVWEQILNTW. The MHC is HLA-DQA10101-DQB10501 with pseudo-sequence HLA-DQA10101-DQB10501. The binding affinity (normalized) is 0.127. (2) The peptide sequence is YDKFVANVSTVLTGK. The MHC is DRB1_0701 with pseudo-sequence DRB1_0701. The binding affinity (normalized) is 0.761. (3) The peptide sequence is QAVELTARLNSLGEA. The MHC is DRB1_0101 with pseudo-sequence DRB1_0101. The binding affinity (normalized) is 0.410. (4) The MHC is DRB1_0405 with pseudo-sequence DRB1_0405. The peptide sequence is VKQNTLKLATGMRNV. The binding affinity (normalized) is 0.413. (5) The peptide sequence is NFLGPIAVGGLLMML. The MHC is DRB1_0301 with pseudo-sequence DRB1_0301. The binding affinity (normalized) is 0.559.